Dataset: Reaction yield outcomes from USPTO patents with 853,638 reactions. Task: Predict the reaction yield, written as a fraction of the theoretical maximum amount of product (1.0 means a 100% yield; for example, 0.34 means a 34% yield). (1) The reactants are [CH3:1][N:2]1[CH:6]=[C:5]([C:7]2[C:15]3[C:10](=[N:11][CH:12]=[C:13]([OH:16])[CH:14]=3)[N:9]([CH2:17][O:18][CH2:19][CH2:20][Si:21]([CH3:24])([CH3:23])[CH3:22])[CH:8]=2)[CH:4]=[N:3]1.Br[CH2:26][CH2:27][C:28]1[CH:33]=[CH:32][CH:31]=[CH:30][CH:29]=1.C([O-])([O-])=O.[K+].[K+]. The catalyst is [N+](CCCC)(CCCC)(CCCC)CCCC.[I-].CC(C)=O. The product is [CH3:1][N:2]1[CH:6]=[C:5]([C:7]2[C:15]3[C:10](=[N:11][CH:12]=[C:13]([O:16][CH2:26][CH2:27][C:28]4[CH:33]=[CH:32][CH:31]=[CH:30][CH:29]=4)[CH:14]=3)[N:9]([CH2:17][O:18][CH2:19][CH2:20][Si:21]([CH3:24])([CH3:23])[CH3:22])[CH:8]=2)[CH:4]=[N:3]1. The yield is 0.500. (2) The reactants are [CH3:1][C:2]1[N:7]=[CH:6][C:5]([CH2:8][C:9]2[C:10](=[O:17])[N:11]=[C:12](SC)[NH:13][CH:14]=2)=[CH:4][CH:3]=1.[Cl:18][C:19]1[CH:34]=[CH:33][C:22]([O:23][C:24]2[CH:29]=[CH:28][C:27]([CH2:30][CH2:31][NH2:32])=[CH:26][CH:25]=2)=[CH:21][C:20]=1[C:35]([F:38])([F:37])[F:36]. The catalyst is C(O)C. The product is [Cl:18][C:19]1[CH:34]=[CH:33][C:22]([O:23][C:24]2[CH:29]=[CH:28][C:27]([CH2:30][CH2:31][NH:32][C:12]3[NH:13][CH:14]=[C:9]([CH2:8][C:5]4[CH:6]=[N:7][C:2]([CH3:1])=[CH:3][CH:4]=4)[C:10](=[O:17])[N:11]=3)=[CH:26][CH:25]=2)=[CH:21][C:20]=1[C:35]([F:36])([F:37])[F:38]. The yield is 0.465.